From a dataset of Peptide-MHC class II binding affinity with 134,281 pairs from IEDB. Regression. Given a peptide amino acid sequence and an MHC pseudo amino acid sequence, predict their binding affinity value. This is MHC class II binding data. (1) The peptide sequence is AEMETESWIVDRQWA. The MHC is HLA-DQA10201-DQB10303 with pseudo-sequence HLA-DQA10201-DQB10303. The binding affinity (normalized) is 0. (2) The peptide sequence is LQSLGAEIAVEQAAL. The MHC is DRB1_0701 with pseudo-sequence DRB1_0701. The binding affinity (normalized) is 0.231. (3) The peptide sequence is SLFIGLKGDIRESTV. The MHC is DRB1_0404 with pseudo-sequence DRB1_0404. The binding affinity (normalized) is 0.431.